Dataset: Experimentally validated miRNA-target interactions with 360,000+ pairs, plus equal number of negative samples. Task: Binary Classification. Given a miRNA mature sequence and a target amino acid sequence, predict their likelihood of interaction. (1) The miRNA is hsa-miR-4733-3p with sequence CCACCAGGUCUAGCAUUGGGAU. The protein sequence of the target gene is MTYAYLFKYIIIGDTGVGKSCLLLQFTDKRFQPVHDLTIGVEFGARMVNIDGKQIKLQIWDTAGQESFRSITRSYYRGAAGALLVYDITRRETFNHLTSWLEDARQHSSSNMVIMLIGNKSDLESRRDVKREEGEAFAREHGLIFMETSAKTACNVEEAFINTAKEIYRKIQQGLFDVHNEANGIKIGPQQSISTSVGPSASQRNSRDIGSNSGCC. Result: 0 (no interaction). (2) The miRNA is hsa-miR-7157-5p with sequence UCAGCAUUCAUUGGCACCAGAGA. The protein sequence of the target gene is MHVMNCVSLVSDKENGNIATAPGFMIGQTPPPAPPPPPPPPPPSPPCSCSREECPSSPPPPPPPPLPGEPPIPPPPPGLPPTTHMNGYSHLGKKKRMRSFFWKTIPEEQVRGKTNIWTLAARQEHHYQIDTKTIEELFGQQEDTTKSSLPRRGRTLNSSFREAREEITILDAKRSMNIGIFLKQFKKSPRSIVEDIHQGKSEHYGSETLREFLKFLPESEEVKKLKAFSGDVSKLSLADSFLYGLIQVPNYSLRIEAMVLKKEFLPSCSSLYTDITVLRTAIKELMSCEELHSILHLVLQ.... Result: 1 (interaction). (3) The protein sequence of the target gene is MYNTVWSMDRDDADWREVMMPYSTELIFYIEMDPPALPPKPPKPMTSAVPNGMKDSSVSLQDAEWYWGDISREEVNDKLRDMPDGTFLVRDASTKMQGDYTLTLRKGGNNKLIKIYHRDGKYGFSDPLTFNSVVELINHYHHESLAQYNPKLDVKLMYPVSRYQQDQLVKEDNIDAVGKKLQEYHSQYQEKSKEYDRLYEEYTRTSQEIQMKRTAIEAFNETIKIFEEQCHTQEQHSKEYIERFRREGNEKEIERIMMNYDKLKSRLGEIHDSKMRLEQDLKNQALDNREIDKKMNSIKP.... The miRNA is hsa-miR-544b with sequence ACCUGAGGUUGUGCAUUUCUAA. Result: 0 (no interaction). (4) The miRNA is hsa-miR-599 with sequence GUUGUGUCAGUUUAUCAAAC. The protein sequence of the target gene is MSRGYPENNNFLNNNNQMVLDMILYPLIGIPQTINWETVARLVPGLTPKECVKRFDELKSCGSSPVDNQYNPLMATGEGPVETLATYIKSSLLDTQGDFQETPVDQDTVSKAGRHSIATTRNCSSESENCTARNAGEETGESEGPNMVIHVCDEAKSLKEDFICPRDLLISEMKYFAEYLSMDAQRWEEVDISVHCDVHIFNWLIKYVKRNTKESKDCEIPALEPGNVISILISSEFLKMDSLVEQCIQYCHKNMNAIVAAPCNMNCINANLLTRIADLFTHNEIDDLKDKKDKFRSKLF.... Result: 0 (no interaction). (5) The miRNA is hsa-miR-4723-3p with sequence CCCUCUCUGGCUCCUCCCCAAA. The protein sequence of the target gene is MGPTACVLVLALAILRATGQGQIPLGGDLAPQMLRELQETNAALQDVRELLRQQVKEITFLKNTVMECDACGMQPARTPGLSVRPVPLCAPGSCFPGVVCSETATGARCGPCPPGYTGNGSHCTDVNECNAHPCFPRVRCINTSPGFHCEACPPGFSGPTHEGVGLTFAKSNKQVCTDINECETGQHNCVPNSVCVNTRGSFQCGPCQPGFVGDQTSGCQRRGQHFCPDGSPSPCHEKANCVLERDGSRSCVCAVGWAGNGLLCGRDTDLDGFPDEKLRCSERQCRKDNCVTVPNSGQED.... Result: 0 (no interaction). (6) The miRNA is mmu-miR-3075-5p with sequence UGUCUGGGAGCAGCCAAGGAC. The protein sequence of the target gene is MEGESTLGVLSGFVLGALTFHHLNTDSDTEGFLLGEMKGEAKNSITDSQMDNVKVVYTIDIQKYIPCYRLFSFYNSLGEVNEHALKKVLSNVRKTVVGWYKFRRHSDQIMTFREQLLHRNLQTHLSSPELVFLLLTPSITTESCSTHCLEHALYKPQRGLFHRVPLVVTNLGMSDQLGYKTEPASCTSTVFSRAVRTHSSQFFNEDGSLKEVHKINEMYAAVQEELKSICQKVEQSEREVEKLLMDVNQLKEVRRTQQARATGAGEKNVQRNPQENILLCQALRTFFPESEVLHSCVISL.... Result: 0 (no interaction).